Task: Predict the reactants needed to synthesize the given product.. Dataset: Full USPTO retrosynthesis dataset with 1.9M reactions from patents (1976-2016) (1) Given the product [CH3:12][N:11]1[C:10](=[O:13])[CH2:9][N:8]([CH3:14])[C:7](=[O:15])[CH:6]1[CH2:5][C:4]1[CH:16]=[CH:17][CH:18]=[CH:19][C:3]=1[CH2:2][Cl:31], predict the reactants needed to synthesize it. The reactants are: O[CH2:2][C:3]1[CH:19]=[CH:18][CH:17]=[CH:16][C:4]=1[CH2:5][CH:6]1[N:11]([CH3:12])[C:10](=[O:13])[CH2:9][N:8]([CH3:14])[C:7]1=[O:15].CCN(CC)CC.S([Cl:31])(C)(=O)=O.[Li+].[Cl-]. (2) Given the product [Br:13][C:14]1[C:23]2[C:18](=[CH:19][C:20]([C:27]3[CH:28]=[C:29]([CH:33]=[CH:34][C:26]=3[CH3:25])[C:30]([NH2:32])=[O:31])=[CH:21][CH:22]=2)[CH:17]=[N:16][CH:15]=1, predict the reactants needed to synthesize it. The reactants are: C(=O)([O-])[O-].[Na+].[Na+].COCCOC.[Br:13][C:14]1[C:23]2[C:18](=[CH:19][C:20](Br)=[CH:21][CH:22]=2)[CH:17]=[N:16][CH:15]=1.[CH3:25][C:26]1[CH:34]=[CH:33][C:29]([C:30]([NH2:32])=[O:31])=[CH:28][C:27]=1B1OC(C)(C)C(C)(C)O1. (3) Given the product [CH3:6][N:16]([CH3:21])/[CH:17]=[CH:2]/[C:1]([C:4]1[CH:5]=[C:6]([N:16]2[CH2:21][CH2:20][N:19]([C:22]([O:24][C:25]([CH3:28])([CH3:27])[CH3:26])=[O:23])[CH2:18][CH2:17]2)[C:7]2[C:12]([CH:13]=1)=[CH:11][CH:10]=[C:9]([O:14][CH3:15])[CH:8]=2)=[O:3], predict the reactants needed to synthesize it. The reactants are: [C:1]([C:4]1[CH:5]=[C:6]([N:16]2[CH2:21][CH2:20][N:19]([C:22]([O:24][C:25]([CH3:28])([CH3:27])[CH3:26])=[O:23])[CH2:18][CH2:17]2)[C:7]2[C:12]([CH:13]=1)=[CH:11][CH:10]=[C:9]([O:14][CH3:15])[CH:8]=2)(=[O:3])[CH3:2]. (4) Given the product [OH:27][CH2:26][CH2:25][CH2:24][CH2:23][NH:22][C:2]1[C:11]([N+:12]([O-:14])=[O:13])=[CH:10][CH:9]=[CH:8][C:3]=1[C:4]([O:6][CH3:7])=[O:5], predict the reactants needed to synthesize it. The reactants are: Cl[C:2]1[C:11]([N+:12]([O-:14])=[O:13])=[CH:10][CH:9]=[CH:8][C:3]=1[C:4]([O:6][CH3:7])=[O:5].C(N(CC)CC)C.[NH2:22][CH2:23][CH2:24][CH2:25][CH2:26][OH:27]. (5) Given the product [C:35]([C:27]1[C:26]([O:39][CH2:40][C:41]([F:44])([F:42])[F:43])=[C:25]([C:10]2[C:9]3[C:13](=[CH:14][CH:15]=[C:7]([C:5]([CH3:6])=[CH:4][C:3]([OH:45])=[O:2])[CH:8]=3)[NH:12][CH:11]=2)[CH:30]=[C:29]([C:31]([CH3:33])([CH3:34])[CH3:32])[CH:28]=1)([CH3:36])([CH3:37])[CH3:38], predict the reactants needed to synthesize it. The reactants are: C[O:2][C:3](=[O:45])[CH:4]=[C:5]([C:7]1[CH:8]=[C:9]2[C:13](=[CH:14][CH:15]=1)[N:12](S(C1C=CC=CC=1)(=O)=O)[CH:11]=[C:10]2[C:25]1[CH:30]=[C:29]([C:31]([CH3:34])([CH3:33])[CH3:32])[CH:28]=[C:27]([C:35]([CH3:38])([CH3:37])[CH3:36])[C:26]=1[O:39][CH2:40][C:41]([F:44])([F:43])[F:42])[CH3:6].[OH-].[Na+].